Dataset: Forward reaction prediction with 1.9M reactions from USPTO patents (1976-2016). Task: Predict the product of the given reaction. (1) The product is: [CH3:22][C:15]1[C:14]2[C:18](=[CH:19][C:20]([CH3:12])=[C:10]([CH:9]=[O:8])[CH:13]=2)[NH:17][CH:16]=1. Given the reactants C([Li])(C)(C)C.CC[O:8][CH2:9][CH3:10].Br[C:12]1[CH:13]=[C:14]2[C:18](=[CH:19][C:20]=1C)[NH:17][CH:16]=[C:15]2[CH3:22], predict the reaction product. (2) Given the reactants [CH2:1]([O:3][C:4](=[O:16])[C@@H:5]([NH:7][C:8](=[O:15])[C@@H:9]([NH2:14])[C:10]([CH3:13])([CH3:12])[CH3:11])[CH3:6])[CH3:2].[CH3:17][N:18]1[CH2:23][CH2:22][CH:21]([C:24](O)=[O:25])[CH2:20][CH2:19]1.C(OC(Cl)=O)C(C)C.CN1CCOCC1, predict the reaction product. The product is: [CH2:1]([O:3][C:4](=[O:16])[C@@H:5]([NH:7][C:8](=[O:15])[C@@H:9]([NH:14][C:24]([CH:21]1[CH2:22][CH2:23][N:18]([CH3:17])[CH2:19][CH2:20]1)=[O:25])[C:10]([CH3:11])([CH3:13])[CH3:12])[CH3:6])[CH3:2].